This data is from Catalyst prediction with 721,799 reactions and 888 catalyst types from USPTO. The task is: Predict which catalyst facilitates the given reaction. (1) Reactant: [CH2:1]([O:4][C@@H:5]1[C@@H:9]([CH:10]([Si](C(C)(C)C)(C)C)[OH:11])[O:8][C@@H:7]([N:19]2[CH:26]=[C:25]([I:27])[C:23]([NH2:24])=[N:22][C:20]2=[O:21])[CH2:6]1)[CH:2]=[CH2:3].CCCC[N+](CCCC)(CCCC)CCCC.[F-]. Product: [CH2:1]([O:4][C@@H:5]1[C@@H:9]([CH2:10][OH:11])[O:8][C@@H:7]([N:19]2[CH:26]=[C:25]([I:27])[C:23]([NH2:24])=[N:22][C:20]2=[O:21])[CH2:6]1)[CH:2]=[CH2:3]. The catalyst class is: 1. (2) Reactant: C(N(CC)CC)C.[CH:8]([C:10]1[C:18]2[C:13](=[CH:14][CH:15]=[CH:16][CH:17]=2)[N:12](C(OC(C)(C)C)=O)[CH:11]=1)=[O:9].[CH3:26][O:27][C:28]1[CH:29]=[C:30]([CH:39]=[CH:40][CH:41]=1)[N:31]=[CH:32][C:33]1[CH:38]=[CH:37][CH:36]=[CH:35][N:34]=1. Product: [NH:12]1[C:13]2[C:18](=[CH:17][CH:16]=[CH:15][CH:14]=2)[C:10]([C:8](=[O:9])[CH:32]([NH:31][C:30]2[CH:39]=[CH:40][CH:41]=[C:28]([O:27][CH3:26])[CH:29]=2)[C:33]2[CH:38]=[CH:37][CH:36]=[CH:35][N:34]=2)=[CH:11]1. The catalyst class is: 433. (3) Product: [F:1][CH:2]1[CH2:5][N:4]([C:6]2[N:11]=[C:10]([CH2:12][N:13]3[C@@H:17]([CH3:18])[C@@H:16]([C:19]4[CH:24]=[C:23]([C:25]([F:27])([F:26])[F:28])[CH:22]=[C:21]([F:29])[CH:20]=4)[O:15][C:14]3=[O:30])[C:9]([C:31]3[CH:32]=[C:33]([C:39]4[C:40]([CH3:50])=[CH:41][C:42]([C:43]([OH:45])=[O:44])=[CH:47][C:48]=4[CH3:49])[CH:34]=[N:35][C:36]=3[O:37][CH3:38])=[CH:8][N:7]=2)[CH2:3]1. The catalyst class is: 12. Reactant: [F:1][CH:2]1[CH2:5][N:4]([C:6]2[N:11]=[C:10]([CH2:12][N:13]3[C@@H:17]([CH3:18])[C@@H:16]([C:19]4[CH:24]=[C:23]([C:25]([F:28])([F:27])[F:26])[CH:22]=[C:21]([F:29])[CH:20]=4)[O:15][C:14]3=[O:30])[C:9]([C:31]3[CH:32]=[C:33]([C:39]4[C:48]([CH3:49])=[CH:47][C:42]([C:43]([O:45]C)=[O:44])=[CH:41][C:40]=4[CH3:50])[CH:34]=[N:35][C:36]=3[O:37][CH3:38])=[CH:8][N:7]=2)[CH2:3]1.[OH-].[Li+].C(O)(C(F)(F)F)=O. (4) Reactant: [C:1]([NH:4][C:5]1[CH:10]=[CH:9][C:8]([N+:11]([O-:13])=[O:12])=[CH:7][C:6]=1[O:14]C(=O)C)(=[O:3])[CH3:2].[Li+].[OH-].Cl. Product: [OH:14][C:6]1[CH:7]=[C:8]([N+:11]([O-:13])=[O:12])[CH:9]=[CH:10][C:5]=1[NH:4][C:1](=[O:3])[CH3:2]. The catalyst class is: 191. (5) Reactant: [NH2:1][C:2]1[CH:3]=[N:4][N:5]([CH:7]([CH3:12])[C:8]([O:10][CH3:11])=[O:9])[CH:6]=1.[I-].C([N+]1(C)[CH2:26][CH2:25][C:24](=[O:27])[CH2:23][CH2:22]1)C1C=CC=CC=1. Product: [O:27]=[C:24]1[CH2:25][CH2:26][N:1]([C:2]2[CH:3]=[N:4][N:5]([CH:7]([CH3:12])[C:8]([O:10][CH3:11])=[O:9])[CH:6]=2)[CH2:22][CH2:23]1. The catalyst class is: 40. (6) Reactant: [CH3:1][O:2][C:3]1[CH:8]=[CH:7][C:6]([N:9]2[CH:13]=[N:12][C:11]([C:14]3[CH:15]=[C:16]([CH:21]=[CH:22][CH:23]=3)[C:17]([O:19]C)=[O:18])=[N:10]2)=[CH:5][CH:4]=1.[OH-].[Na+]. Product: [CH3:1][O:2][C:3]1[CH:4]=[CH:5][C:6]([N:9]2[CH:13]=[N:12][C:11]([C:14]3[CH:15]=[C:16]([CH:21]=[CH:22][CH:23]=3)[C:17]([OH:19])=[O:18])=[N:10]2)=[CH:7][CH:8]=1. The catalyst class is: 1.